This data is from hERG potassium channel inhibition data for cardiac toxicity prediction from Karim et al.. The task is: Regression/Classification. Given a drug SMILES string, predict its toxicity properties. Task type varies by dataset: regression for continuous values (e.g., LD50, hERG inhibition percentage) or binary classification for toxic/non-toxic outcomes (e.g., AMES mutagenicity, cardiotoxicity, hepatotoxicity). Dataset: herg_karim. (1) The compound is CN1C[C@H](c2ccc(/C=C/C(=O)Nc3ccccc3N)cc2F)[C@@H](C(=O)Nc2ccc(Cl)cc2)C1. The result is 1 (blocker). (2) The molecule is COc1cc(Nc2nn3c(N[C@H](CO)Cc4c[nH]c5ccccc45)cc(C4CC4)nc3c2C(N)=O)cc(OC)c1. The result is 1 (blocker).